This data is from Forward reaction prediction with 1.9M reactions from USPTO patents (1976-2016). The task is: Predict the product of the given reaction. (1) The product is: [F:35][C:5]1[CH:4]=[CH:3][C:2]2[NH:12][C:10](=[O:11])[CH2:9][O:8][C:7]=2[C:6]=1[CH2:13][CH2:14][N:15]1[CH2:20][CH2:19][N:18]([C:21]2[CH:30]=[CH:29][CH:28]=[C:27]3[C:22]=2[CH:23]=[CH:24][C:25]([C:31]([F:34])([F:33])[F:32])=[N:26]3)[CH2:17][CH2:16]1. Given the reactants Br[C:2]1[C:7]([O:8][CH2:9][C:10]([NH2:12])=[O:11])=[C:6]([CH2:13][CH2:14][N:15]2[CH2:20][CH2:19][N:18]([C:21]3[CH:30]=[CH:29][CH:28]=[C:27]4[C:22]=3[CH:23]=[CH:24][C:25]([C:31]([F:34])([F:33])[F:32])=[N:26]4)[CH2:17][CH2:16]2)[C:5]([F:35])=[CH:4][CH:3]=1.CNCCNC.C([O-])([O-])=O.[K+].[K+], predict the reaction product. (2) Given the reactants [CH3:1][C:2]1([CH3:19])[CH2:7][CH:6]([NH:8][CH2:9][CH2:10][OH:11])[CH2:5][CH2:4][N:3]1[CH2:12][C:13]1[CH:18]=[CH:17][CH:16]=[CH:15][CH:14]=1.C[O-].[Na+].[C:23](=O)(OC)[O:24]C, predict the reaction product. The product is: [CH3:1][C:2]1([CH3:19])[CH2:7][CH:6]([N:8]2[CH2:9][CH2:10][O:11][C:23]2=[O:24])[CH2:5][CH2:4][N:3]1[CH2:12][C:13]1[CH:14]=[CH:15][CH:16]=[CH:17][CH:18]=1. (3) Given the reactants [NH2:1][C:2]1[N:6]([C:7]2[CH:15]=[CH:14][C:10]([C:11](O)=[O:12])=[CH:9][CH:8]=2)[N:5]=[C:4]([NH:16][C:17]2[CH:25]=[CH:24][C:20]3[O:21][CH2:22][O:23][C:19]=3[CH:18]=2)[N:3]=1.[NH:26]1[CH2:31][CH2:30][O:29][CH2:28][CH2:27]1.CN(C(ON1N=NC2C=CC=CC1=2)=[N+](C)C)C.F[P-](F)(F)(F)(F)F, predict the reaction product. The product is: [NH2:1][C:2]1[N:6]([C:7]2[CH:8]=[CH:9][C:10]([C:11]([N:26]3[CH2:31][CH2:30][O:29][CH2:28][CH2:27]3)=[O:12])=[CH:14][CH:15]=2)[N:5]=[C:4]([NH:16][C:17]2[CH:25]=[CH:24][C:20]3[O:21][CH2:22][O:23][C:19]=3[CH:18]=2)[N:3]=1. (4) Given the reactants [N:1]1([C:7](=[O:37])[CH2:8][O:9][C:10]2[CH:15]=[CH:14][C:13]([C:16]3[CH2:22][C@H:21]4[N:18]([C:19](=[O:30])[C@@H:20]4[C@H:23]([O:25][Si](C)(C)C)[CH3:24])[C:17]=3[C:31]([O:33][CH2:34][CH:35]=[CH2:36])=[O:32])=[CH:12][CH:11]=2)[CH2:6][CH2:5][O:4][CH2:3][CH2:2]1.Cl.C(=O)([O-])O.[Na+], predict the reaction product. The product is: [OH:25][C@@H:23]([C@H:20]1[C:19](=[O:30])[N:18]2[C@@H:21]1[CH2:22][C:16]([C:13]1[CH:14]=[CH:15][C:10]([O:9][CH2:8][C:7]([N:1]3[CH2:6][CH2:5][O:4][CH2:3][CH2:2]3)=[O:37])=[CH:11][CH:12]=1)=[C:17]2[C:31]([O:33][CH2:34][CH:35]=[CH2:36])=[O:32])[CH3:24]. (5) Given the reactants CO[C:3]([C:5]1[N:6]([CH3:20])[C:7]([C:10]2[S:18][C:17]3[C:12](=[N:13][CH:14]=[CH:15][C:16]=3[Cl:19])[CH:11]=2)=[CH:8][N:9]=1)=[O:4].[N:21]1[CH:26]=[CH:25][CH:24]=[CH:23][C:22]=1[CH2:27][CH2:28][NH2:29], predict the reaction product. The product is: [N:21]1[CH:26]=[CH:25][CH:24]=[CH:23][C:22]=1[CH2:27][CH2:28][NH:29][C:3]([C:5]1[N:6]([CH3:20])[C:7]([C:10]2[S:18][C:17]3[C:12](=[N:13][CH:14]=[CH:15][C:16]=3[Cl:19])[CH:11]=2)=[CH:8][N:9]=1)=[O:4]. (6) Given the reactants O[CH2:2][CH2:3][CH2:4][CH2:5][CH2:6][N:7]1[C:15]2[C:14](=[O:16])[NH:13][C:12]([NH:17][CH2:18][C:19]3[CH:24]=[CH:23][C:22]([Cl:25])=[C:21]([Cl:26])[CH:20]=3)=[N:11][C:10]=2[N:9]=[CH:8]1.C[Si]([I:31])(C)C, predict the reaction product. The product is: [I:31][CH2:2][CH2:3][CH2:4][CH2:5][CH2:6][N:7]1[C:15]2[C:14](=[O:16])[NH:13][C:12]([NH:17][CH2:18][C:19]3[CH:24]=[CH:23][C:22]([Cl:25])=[C:21]([Cl:26])[CH:20]=3)=[N:11][C:10]=2[N:9]=[CH:8]1. (7) Given the reactants [I:1]I.[N+:3]([C:6]1[CH:7]=[C:8]2[C:12](=[CH:13][CH:14]=1)[NH:11][CH:10]=[CH:9]2)([O-:5])=[O:4].[OH-].[K+].N.S(S([O-])=O)([O-])(=O)=O.[Na+].[Na+], predict the reaction product. The product is: [I:1][C:9]1[C:8]2[C:12](=[CH:13][CH:14]=[C:6]([N+:3]([O-:5])=[O:4])[CH:7]=2)[NH:11][CH:10]=1. (8) Given the reactants [H-].[Na+].[Cl:3][C:4]1[CH:9]=[CH:8][C:7]([S:10]([N:13]([CH2:21][C:22]2[CH:34]=[CH:33][C:25]([C:26]([NH:28][C@H:29]([CH3:32])[CH2:30][OH:31])=[O:27])=[CH:24][CH:23]=2)[CH:14]2[CH2:19][CH2:18][CH2:17][CH2:16][CH:15]2[CH3:20])(=[O:12])=[O:11])=[CH:6][CH:5]=1.I[CH3:36], predict the reaction product. The product is: [Cl:3][C:4]1[CH:9]=[CH:8][C:7]([S:10]([N:13]([CH2:21][C:22]2[CH:23]=[CH:24][C:25]([C:26]([NH:28][C@H:29]([CH3:32])[CH2:30][O:31][CH3:36])=[O:27])=[CH:33][CH:34]=2)[CH:14]2[CH2:19][CH2:18][CH2:17][CH2:16][CH:15]2[CH3:20])(=[O:11])=[O:12])=[CH:6][CH:5]=1. (9) Given the reactants [OH:1][CH2:2][CH2:3][O:4][C:5]1[CH:6]=[C:7]([CH:11]2[CH2:16][CH2:15][N:14]([C:17]([O:19][CH2:20][C:21]([Cl:24])([Cl:23])[Cl:22])=[O:18])[CH2:13][CH:12]2[O:25][CH2:26][C:27]2[CH:36]=[CH:35][C:34]3[C:29](=[CH:30][CH:31]=[CH:32][CH:33]=3)[CH:28]=2)[CH:8]=[CH:9][CH:10]=1.[C:37](Cl)(=[O:44])[C:38]1[CH:43]=[CH:42][CH:41]=[CH:40][CH:39]=1, predict the reaction product. The product is: [C:37]([O:1][CH2:2][CH2:3][O:4][C:5]1[CH:6]=[C:7]([CH:11]2[CH2:16][CH2:15][N:14]([C:17]([O:19][CH2:20][C:21]([Cl:22])([Cl:23])[Cl:24])=[O:18])[CH2:13][CH:12]2[O:25][CH2:26][C:27]2[CH:36]=[CH:35][C:34]3[C:29](=[CH:30][CH:31]=[CH:32][CH:33]=3)[CH:28]=2)[CH:8]=[CH:9][CH:10]=1)(=[O:44])[C:38]1[CH:43]=[CH:42][CH:41]=[CH:40][CH:39]=1. (10) Given the reactants Br[CH2:2][CH2:3][CH2:4][O:5][C:6]1[CH:11]=[CH:10][C:9]([C:12]2[C:13]3[CH:20]=[CH:19][CH:18]=[CH:17][C:14]=3[S:15][CH:16]=2)=[CH:8][CH:7]=1.[F:21][C:22]1[CH:29]=[CH:28][CH:27]=[CH:26][C:23]=1[CH2:24][NH2:25].C(=O)([O-])[O-].[K+].[K+], predict the reaction product. The product is: [S:15]1[CH:16]=[C:12]([C:9]2[CH:10]=[CH:11][C:6]([O:5][CH2:4][CH2:3][CH2:2][NH:25][CH2:24][C:23]3[CH:26]=[CH:27][CH:28]=[CH:29][C:22]=3[F:21])=[CH:7][CH:8]=2)[C:13]2[CH:20]=[CH:19][CH:18]=[CH:17][C:14]1=2.